From a dataset of Forward reaction prediction with 1.9M reactions from USPTO patents (1976-2016). Predict the product of the given reaction. (1) Given the reactants [CH3:1][C:2]1[C:6]([CH2:7][N:8]2[CH:12]=[C:11]([NH:13][C:14]([NH:16][CH2:17][CH2:18][C:19]3[CH:24]=[CH:23][CH:22]=[CH:21][CH:20]=3)=[O:15])[CH:10]=[N:9]2)=[C:5]([CH3:25])[O:4][N:3]=1.[C:26](=[O:31])=[N:27][C:28](Cl)=[O:29], predict the reaction product. The product is: [CH3:1][C:2]1[C:6]([CH2:7][N:8]2[CH:12]=[C:11]([N:13]3[C:28](=[O:29])[NH:27][C:26](=[O:31])[N:16]([CH2:17][CH2:18][C:19]4[CH:20]=[CH:21][CH:22]=[CH:23][CH:24]=4)[C:14]3=[O:15])[CH:10]=[N:9]2)=[C:5]([CH3:25])[O:4][N:3]=1. (2) Given the reactants [Cl:1][C:2]1[CH:7]=[CH:6][C:5]([CH:8]([OH:14])[C:9]([O:11][CH2:12][CH3:13])=[O:10])=[CH:4][C:3]=1[NH:15][C:16](=[O:37])[C:17]1[CH:22]=[CH:21][C:20]([O:23][CH2:24][C@@H:25]2[CH2:30][N:29]([CH3:31])[C:28]3[CH:32]=[CH:33][CH:34]=[CH:35][C:27]=3[O:26]2)=[CH:19][C:18]=1[Cl:36].C(N(C(C)C)CC)(C)C.CS(C)=O.C(OCC)(=O)C, predict the reaction product. The product is: [Cl:1][C:2]1[CH:7]=[CH:6][C:5]([C:8](=[O:14])[C:9]([O:11][CH2:12][CH3:13])=[O:10])=[CH:4][C:3]=1[NH:15][C:16](=[O:37])[C:17]1[CH:22]=[CH:21][C:20]([O:23][CH2:24][C@@H:25]2[CH2:30][N:29]([CH3:31])[C:28]3[CH:32]=[CH:33][CH:34]=[CH:35][C:27]=3[O:26]2)=[CH:19][C:18]=1[Cl:36]. (3) Given the reactants [ClH:1].[NH2:2][C:3]1[N:8]=[CH:7][C:6]([CH:9]=[CH:10][C:11]([OH:13])=O)=[CH:5][C:4]=1[C:14](=[O:24])[NH:15][CH2:16][CH2:17][N:18]1[CH2:23][CH2:22][O:21][CH2:20][CH2:19]1.Cl.[CH3:26][N:27]1[CH2:33][C:32]2[CH:34]=[C:35](/[CH:38]=[CH:39]/[C:40](O)=O)C=N[C:31]=2[NH:30][C:29](=O)[CH2:28]1.CNCC1N(C)C2C(C=1)=CC=CC=2.CNCC1C=CC2C(=CC=CC=2)C=1CCC, predict the reaction product. The product is: [ClH:1].[NH2:2][C:3]1[N:8]=[CH:7][C:6](/[CH:9]=[CH:10]/[C:11](=[O:13])[N:30]([CH3:31])[CH2:29][C:28]2[N:27]([CH3:26])[C:33]3[C:39]([CH:40]=2)=[CH:38][CH:35]=[CH:34][CH:32]=3)=[CH:5][C:4]=1[C:14]([NH:15][CH2:16][CH2:17][N:18]1[CH2:23][CH2:22][O:21][CH2:20][CH2:19]1)=[O:24]. (4) Given the reactants [Cl:1][C:2]1[CH:7]=[CH:6][CH:5]=[CH:4][C:3]=1[C:8]1[C:12]([C:13]#[C:14][C:15]2[CH:20]=[CH:19][CH:18]=[CH:17][CH:16]=2)=[C:11]([NH:21]C(=O)C)[N:10]([CH3:25])[N:9]=1, predict the reaction product. The product is: [Cl:1][C:2]1[CH:7]=[CH:6][CH:5]=[CH:4][C:3]=1[C:8]1[C:12]([C:13]#[C:14][C:15]2[CH:16]=[CH:17][CH:18]=[CH:19][CH:20]=2)=[C:11]([NH2:21])[N:10]([CH3:25])[N:9]=1. (5) Given the reactants C([O:3][C:4](=O)[CH:5]=[CH:6][CH2:7][N:8]1[C:13]([C:14](=[O:24])[C:15]2[CH:20]=[C:19]([CH3:21])[CH:18]=[C:17]([C:22]#[N:23])[CH:16]=2)=[C:12]([CH:25]([CH3:27])[CH3:26])[C:11](=[O:28])[NH:10][C:9]1=[O:29])C.[NH4+:31].[OH-], predict the reaction product. The product is: [C:22]([C:17]1[CH:16]=[C:15]([CH:20]=[C:19]([CH3:21])[CH:18]=1)[C:14]([C:13]1[N:8]([CH2:7][CH:6]=[CH:5][C:4]([NH2:31])=[O:3])[C:9](=[O:29])[NH:10][C:11](=[O:28])[C:12]=1[CH:25]([CH3:26])[CH3:27])=[O:24])#[N:23]. (6) Given the reactants C[C@H]1[O:7][C@@H](C)CN(C2C(CO)=CC(C=O)=C(F)C=2F)C1.[CH3:21][C@H:22]1[O:27][C@@H:26]([CH3:28])[CH2:25][N:24]([C:29]2[C:34]([F:35])=[C:33]([F:36])[C:32](/[CH:37]=[N:38]\[N:39]3[CH2:43][CH2:42][CH2:41][CH2:40]3)=[CH:31][C:30]=2[CH2:44][OH:45])[CH2:23]1, predict the reaction product. The product is: [CH3:28][C@H:26]1[O:27][C@@H:22]([CH3:21])[CH2:23][N:24]([C:29]2[C:34]([F:35])=[C:33]([F:36])[C:32](/[CH:37]=[N:38]/[N:39]3[CH2:40][CH2:41][O:7][CH2:42][CH2:43]3)=[CH:31][C:30]=2[CH2:44][OH:45])[CH2:25]1.